This data is from Catalyst prediction with 721,799 reactions and 888 catalyst types from USPTO. The task is: Predict which catalyst facilitates the given reaction. (1) Reactant: [Br:1][C:2]1[CH:10]=[CH:9][CH:8]=[CH:7][C:3]=1[C:4](Cl)=[O:5].[NH2:11][C:12]1[CH:21]=[C:20]2[C:15]([CH:16]=[C:17]([C:22]([O:24][CH2:25][CH3:26])=[O:23])[CH:18]=[N:19]2)=[CH:14][CH:13]=1.N1C=CC=CC=1. Product: [CH2:25]([O:24][C:22]([C:17]1[CH:18]=[N:19][C:20]2[C:15]([CH:16]=1)=[CH:14][CH:13]=[C:12]([NH:11][C:4](=[O:5])[C:3]1[CH:7]=[CH:8][CH:9]=[CH:10][C:2]=1[Br:1])[CH:21]=2)=[O:23])[CH3:26]. The catalyst class is: 22. (2) Reactant: [H-].[Na+].[O:3]=[C:4]1[CH2:9][CH2:8][N:7]([C:10]2[CH:23]=[CH:22][C:13]([CH2:14][CH:15]3[S:19][C:18](=[O:20])[NH:17][C:16]3=[O:21])=[CH:12][CH:11]=2)[CH2:6][CH2:5]1.CN(C=O)C.Br[CH2:30][C:31]([O:33][CH2:34][CH3:35])=[O:32]. Product: [O:20]=[C:18]1[N:17]([CH2:30][C:31]([O:33][CH2:34][CH3:35])=[O:32])[C:16](=[O:21])[CH:15]([CH2:14][C:13]2[CH:12]=[CH:11][C:10]([N:7]3[CH2:8][CH2:9][C:4](=[O:3])[CH2:5][CH2:6]3)=[CH:23][CH:22]=2)[S:19]1. The catalyst class is: 6. (3) Reactant: [F:1][C:2]1[CH:7]=[CH:6][CH:5]=[C:4]([F:8])[C:3]=1[N:9]1[C:14]2[N:15]=[C:16](S(C)(=O)=O)[N:17]=[C:18]([C:19]3[CH:20]=[C:21]([CH:26]=[CH:27][C:28]=3[CH3:29])[C:22]([NH:24][CH3:25])=[O:23])[C:13]=2[CH2:12][NH:11][C:10]1=[O:34].[NH2:35][CH2:36][CH2:37][CH2:38][N:39]([CH2:42][CH3:43])[CH2:40][CH3:41]. Product: [NH4+:9].[OH-:23].[CH2:40]([N:39]([CH2:42][CH3:43])[CH2:38][CH2:37][CH2:36][NH:35][C:16]1[N:17]=[C:18]([C:19]2[CH:20]=[C:21]([CH:26]=[CH:27][C:28]=2[CH3:29])[C:22]([NH:24][CH3:25])=[O:23])[C:13]2[CH2:12][NH:11][C:10](=[O:34])[N:9]([C:3]3[C:2]([F:1])=[CH:7][CH:6]=[CH:5][C:4]=3[F:8])[C:14]=2[N:15]=1)[CH3:41]. The catalyst class is: 1. (4) Reactant: C(O[C:4]([C:6]1[S:7][C:8]2[CH:9]=[N:10][CH:11]=[CH:12][C:13]=2[N:14]=1)=[O:5])C.[C:15]1([C@H:21]([NH2:23])[CH3:22])[CH:20]=[CH:19][CH:18]=[CH:17][CH:16]=1.C[Al](C)C.CCCCCC. Product: [C:15]1([C@H:21]([NH:23][C:4]([C:6]2[S:7][C:8]3[CH:9]=[N:10][CH:11]=[CH:12][C:13]=3[N:14]=2)=[O:5])[CH3:22])[CH:20]=[CH:19][CH:18]=[CH:17][CH:16]=1. The catalyst class is: 4. (5) Reactant: [CH:1]([C:3]1[CH:4]=[N:5][CH:6]=[CH:7][C:8]=1[C:9]1[CH:10]=[C:11]([CH:14]=[CH:15][CH:16]=1)[C:12]#[N:13])=[O:2].[F:17][C:18]1[CH:19]=[C:20]([Mg]Br)[CH:21]=[CH:22][C:23]=1[O:24][CH3:25]. The catalyst class is: 1. Product: [F:17][C:18]1[CH:19]=[C:20]([CH:1]([OH:2])[C:3]2[CH:4]=[N:5][CH:6]=[CH:7][C:8]=2[C:9]2[CH:10]=[C:11]([CH:14]=[CH:15][CH:16]=2)[C:12]#[N:13])[CH:21]=[CH:22][C:23]=1[O:24][CH3:25].